Task: Binary Classification. Given a T-cell receptor sequence (or CDR3 region) and an epitope sequence, predict whether binding occurs between them.. Dataset: TCR-epitope binding with 47,182 pairs between 192 epitopes and 23,139 TCRs (1) The epitope is DATYQRTRALVR. The TCR CDR3 sequence is CASSFTGREAYGYTF. Result: 0 (the TCR does not bind to the epitope). (2) The epitope is TEKSNIIRGW. The TCR CDR3 sequence is CASSSEYPGTSGPGELFF. Result: 0 (the TCR does not bind to the epitope). (3) Result: 1 (the TCR binds to the epitope). The epitope is TLVPQEHYV. The TCR CDR3 sequence is CASSDGTSVGYTF. (4) Result: 0 (the TCR does not bind to the epitope). The epitope is LEPLVDLPI. The TCR CDR3 sequence is CSVELGVAGVYEQYF. (5) The epitope is QIKVRVKMV. The TCR CDR3 sequence is CASSPDTSGANVLTF. Result: 0 (the TCR does not bind to the epitope).